Dataset: Retrosynthesis with 50K atom-mapped reactions and 10 reaction types from USPTO. Task: Predict the reactants needed to synthesize the given product. (1) Given the product O=C(Nc1cccc(S(=O)(=O)NCC2CC2)c1)c1cnn2c(C(F)(F)F)cc(-c3ccc(C(F)(F)F)cc3)nc12, predict the reactants needed to synthesize it. The reactants are: Nc1cccc(S(=O)(=O)NCC2CC2)c1.O=C(O)c1cnn2c(C(F)(F)F)cc(-c3ccc(C(F)(F)F)cc3)nc12. (2) Given the product N#Cc1ccc(-c2ccc(N3CCN(c4cccc(Cl)c4)CC3)cc2)[nH]c1=O, predict the reactants needed to synthesize it. The reactants are: Clc1cccc(N2CCNCC2)c1.N#Cc1ccc(-c2ccc(F)cc2)[nH]c1=O. (3) Given the product Cc1c(Cl)cccc1S(=O)(=O)Nc1ccc(Oc2ccccc2)cn1, predict the reactants needed to synthesize it. The reactants are: Cc1c(Cl)cccc1S(=O)(=O)Cl.Nc1ccc(Oc2ccccc2)cn1. (4) Given the product COC(=O)[C@@H](NC(=O)OC(C)(C)C)[C@H](C)Nc1ccccc1[N+](=O)[O-], predict the reactants needed to synthesize it. The reactants are: COC(=O)[C@@H](NC(=O)OC(C)(C)C)[C@H](C)N.O=[N+]([O-])c1ccccc1F. (5) Given the product COc1ccc2c(c1)[C@]1(C[C@H]1c1ccc3c(-c4ccc(N5CCC(OC(C)=O)CC5)cc4)n[nH]c3c1)C(=O)N2, predict the reactants needed to synthesize it. The reactants are: CC(=O)OC1CCN(c2ccc(B3OC(C)(C)C(C)(C)O3)cc2)CC1.COc1ccc2c(c1)[C@]1(C[C@H]1c1ccc3c(I)n[nH]c3c1)C(=O)N2. (6) Given the product CC(C)(C)OC(=O)N1[C@@H](c2c[nH]c3c(N=[N+]=[N-])ncnc23)[C@@H]2OC(C)(C)O[C@@H]2[C@@H]1CO, predict the reactants needed to synthesize it. The reactants are: CC(C)(C)OC(=O)N1[C@@H](c2c[nH]c3c(Cl)ncnc23)[C@@H]2OC(C)(C)O[C@@H]2[C@H]1CO.[N-]=[N+]=[N-].